From a dataset of Catalyst prediction with 721,799 reactions and 888 catalyst types from USPTO. Predict which catalyst facilitates the given reaction. (1) Reactant: Cl.[Si:2]([O:19][CH2:20][C:21]1[C:22]([O:32][CH3:33])=[N:23][C:24]([CH:27](OC)[O:28]C)=[CH:25][CH:26]=1)([C:15]([CH3:18])([CH3:17])[CH3:16])([C:9]1[CH:14]=[CH:13][CH:12]=[CH:11][CH:10]=1)[C:3]1[CH:8]=[CH:7][CH:6]=[CH:5][CH:4]=1.O. Product: [Si:2]([O:19][CH2:20][C:21]1[CH:26]=[CH:25][C:24]([CH:27]=[O:28])=[N:23][C:22]=1[O:32][CH3:33])([C:15]([CH3:18])([CH3:17])[CH3:16])([C:9]1[CH:10]=[CH:11][CH:12]=[CH:13][CH:14]=1)[C:3]1[CH:4]=[CH:5][CH:6]=[CH:7][CH:8]=1. The catalyst class is: 7. (2) Reactant: [C:1]([O:5][C:6]([N:8]1[CH2:13][CH2:12][CH:11]([O:14][C:15]2[CH:20]=[CH:19][C:18]([OH:21])=[CH:17][CH:16]=2)[CH2:10][CH2:9]1)=[O:7])([CH3:4])([CH3:3])[CH3:2].Cl[CH2:23][CH2:24][CH2:25][N:26]1[CH2:30][CH2:29][CH2:28][C@H:27]1[CH3:31].C([O-])([O-])=O.[K+].[K+]. Product: [C:1]([O:5][C:6]([N:8]1[CH2:13][CH2:12][CH:11]([O:14][C:15]2[CH:20]=[CH:19][C:18]([O:21][CH2:23][CH2:24][CH2:25][N:26]3[CH2:30][CH2:29][CH2:28][C@H:27]3[CH3:31])=[CH:17][CH:16]=2)[CH2:10][CH2:9]1)=[O:7])([CH3:4])([CH3:2])[CH3:3]. The catalyst class is: 9. (3) Reactant: [Cl:1][C:2]1[C:11]([C:12]2[CH:17]=[CH:16][CH:15]=[CH:14][N:13]=2)=[CH:10][C:9]2[N:8]([CH2:18][C:19]([F:22])([F:21])[F:20])[C:7](=[O:23])[C:6]3[CH:24]=[N:25][NH:26][C:5]=3[C:4]=2[CH:3]=1.Cl.O1CCOCC1. Product: [ClH:1].[Cl:1][C:2]1[C:11]([C:12]2[CH:17]=[CH:16][CH:15]=[CH:14][N:13]=2)=[CH:10][C:9]2[N:8]([CH2:18][C:19]([F:21])([F:22])[F:20])[C:7](=[O:23])[C:6]3[CH:24]=[N:25][NH:26][C:5]=3[C:4]=2[CH:3]=1. The catalyst class is: 61. (4) Reactant: [Cl:1][C:2]1[CH:3]=[C:4]([CH:6]=[C:7]([Cl:9])[CH:8]=1)[NH2:5].[CH2:10]([C:12](=O)[C:13]([O-:15])=[O:14])[CH3:11].[CH3:17][C:18]1[CH:25]=[CH:24][C:23]([CH3:26])=[CH:22][C:19]=1C=C.F[C:28](F)(F)[C:29](O)=O. Product: [CH2:28]([O:15][C:13]([CH:12]1[CH2:10][CH:11]([C:19]2[CH:22]=[C:23]([CH3:26])[CH:24]=[CH:25][C:18]=2[CH3:17])[C:3]2[C:4](=[CH:6][C:7]([Cl:9])=[CH:8][C:2]=2[Cl:1])[NH:5]1)=[O:14])[CH3:29]. The catalyst class is: 10. (5) Reactant: [Cl:1][C:2]1[CH:3]=[C:4]([C:9]2[CH:14]=[CH:13][CH:12]=[CH:11][C:10]=2[NH:15][C:16](=[O:24])[O:17][CH2:18][C@@H:19]2[CH2:23][CH2:22][NH:21][CH2:20]2)[CH:5]=[CH:6][C:7]=1[F:8].C(N(CC)CC)C.Br[CH:33]([CH3:35])[CH3:34]. Product: [Cl:1][C:2]1[CH:3]=[C:4]([C:9]2[CH:14]=[CH:13][CH:12]=[CH:11][C:10]=2[NH:15][C:16](=[O:24])[O:17][CH2:18][C@@H:19]2[CH2:23][CH2:22][N:21]([CH:33]([CH3:35])[CH3:34])[CH2:20]2)[CH:5]=[CH:6][C:7]=1[F:8]. The catalyst class is: 7. (6) The catalyst class is: 78. Reactant: [N+:1]([C:4]1[CH:9]=[CH:8][C:7]([C:10]2[CH:11]=[C:12]([CH:17]=[CH:18][CH:19]=2)[C:13]([O:15][CH3:16])=[O:14])=[CH:6][CH:5]=1)([O-])=O. Product: [NH2:1][C:4]1[CH:5]=[CH:6][C:7]([C:10]2[CH:11]=[C:12]([CH:17]=[CH:18][CH:19]=2)[C:13]([O:15][CH3:16])=[O:14])=[CH:8][CH:9]=1. (7) Reactant: [Cl:1][C:2]1[CH:3]=[CH:4][CH:5]=[C:6]([NH2:11])[C:7]=1[C:8](O)=[O:9].[OH-].[Na+].[O-:14][C:15]#[N:16].[Na+].C(O)(=O)C.Cl. Product: [Cl:1][C:2]1[CH:3]=[CH:4][CH:5]=[C:6]2[C:7]=1[C:8](=[O:9])[NH:16][C:15](=[O:14])[NH:11]2. The catalyst class is: 6. (8) Reactant: [Cl:1][C:2]1[CH:7]=[C:6](I)[C:5]([Cl:9])=[CH:4][N:3]=1.[Cl:10][C:11]1[CH:16]=[CH:15][CH:14]=[CH:13][C:12]=1[C:17]1[C:18]([C:22]([O:24][CH2:25][CH3:26])=[O:23])=[CH:19][NH:20][CH:21]=1.CN[C@@H]1CCCC[C@H]1NC.C(=O)([O-])[O-].[K+].[K+]. Product: [Cl:10][C:11]1[CH:16]=[CH:15][CH:14]=[CH:13][C:12]=1[C:17]1[C:18]([C:22]([O:24][CH2:25][CH3:26])=[O:23])=[CH:19][N:20]([C:6]2[C:5]([Cl:9])=[CH:4][N:3]=[C:2]([Cl:1])[CH:7]=2)[CH:21]=1. The catalyst class is: 185.